From a dataset of Reaction yield outcomes from USPTO patents with 853,638 reactions. Predict the reaction yield, written as a fraction of the theoretical maximum amount of product (1.0 means a 100% yield; for example, 0.34 means a 34% yield). (1) The reactants are C[O:2][C:3](=O)[C:4]([C:8]1[CH:13]=[CH:12][C:11]([CH2:14][N:15]([C:27]([O:29][C:30]([CH3:33])([CH3:32])[CH3:31])=[O:28])[CH2:16][CH2:17][CH2:18][NH:19][C:20]([O:22][C:23]([CH3:26])([CH3:25])[CH3:24])=[O:21])=[CH:10][CH:9]=1)=[CH:5]OC.[Br:35][C:36]1[CH:41]=[CH:40][C:39]([C:42]2[NH:46][C:45]([NH2:47])=[N:44][CH:43]=2)=[CH:38][CH:37]=1.C[O-].[Na+]. The catalyst is C(O)C. The product is [C:30]([O:29][C:27](=[O:28])[N:15]([CH2:14][C:11]1[CH:12]=[CH:13][C:8]([C:4]2[C:3](=[O:2])[N:47]=[C:45]3[NH:46][C:42]([C:39]4[CH:38]=[CH:37][C:36]([Br:35])=[CH:41][CH:40]=4)=[CH:43][N:44]3[CH:5]=2)=[CH:9][CH:10]=1)[CH2:16][CH2:17][CH2:18][NH:19][C:20]([O:22][C:23]([CH3:25])([CH3:26])[CH3:24])=[O:21])([CH3:32])([CH3:31])[CH3:33]. The yield is 0.520. (2) The reactants are [OH:1][C:2]1[C:11]2[C:6](=[N:7][CH:8]=[CH:9][CH:10]=2)[N:5]([CH2:12][CH2:13][CH:14]([CH3:16])[CH3:15])[C:4](=[O:17])[C:3]=1[C:18]1[NH:23][C:22]2[CH:24]=[CH:25][C:26]([NH:28][S:29]([N:32]3CCO[C:33]3=O)(=[O:31])=[O:30])=[CH:27][C:21]=2[S:20](=[O:39])(=[O:38])[N:19]=1.N[CH:41]1[CH2:45]C[CH2:43][CH2:42]1. The catalyst is C(#N)C. The product is [CH:33]1([NH:32][S:29]([NH:28][C:26]2[CH:25]=[CH:24][C:22]3[NH:23][C:18]([C:3]4[C:4](=[O:17])[N:5]([CH2:12][CH2:13][CH:14]([CH3:15])[CH3:16])[C:6]5[C:11]([C:2]=4[OH:1])=[CH:10][CH:9]=[CH:8][N:7]=5)=[N:19][S:20](=[O:38])(=[O:39])[C:21]=3[CH:27]=2)(=[O:31])=[O:30])[CH2:43][CH2:42][CH2:41][CH2:45]1. The yield is 0.380. (3) The reactants are [Br:1][C:2]1[CH:7]=[C:6]([NH:8][C:9]2[CH:14]=[C:13]([F:15])[CH:12]=[C:11]([F:16])[CH:10]=2)[C:5]([NH2:17])=[C:4]([O:18][CH3:19])[CH:3]=1.Cl[C:21](Cl)([O:23]C(=O)OC(Cl)(Cl)Cl)Cl. The catalyst is C(Cl)Cl. The product is [Br:1][C:2]1[CH:3]=[C:4]([O:18][CH3:19])[C:5]2[NH:17][C:21](=[O:23])[N:8]([C:9]3[CH:10]=[C:11]([F:16])[CH:12]=[C:13]([F:15])[CH:14]=3)[C:6]=2[CH:7]=1. The yield is 0.930. (4) The reactants are Cl.[F:2][C:3]([F:13])([F:12])[C:4]1[C:5]([CH2:10]O)=[N:6][CH:7]=[CH:8][CH:9]=1.S(Cl)(Cl)=O.[NH:18]1[C:26]2[C:21](=[CH:22][CH:23]=[CH:24][CH:25]=2)[C:20]2([C:30]3[CH:31]=[CH:32][C:33]4[O:34][CH2:35][CH2:36][O:37][C:38]=4[C:29]=3[O:28][CH2:27]2)[C:19]1=[O:39].C(=O)([O-])[O-].[Cs+].[Cs+].[I-].[K+]. The catalyst is ClCCl.CN(C)C=O. The product is [F:2][C:3]([F:13])([F:12])[C:4]1[C:5]([CH2:10][N:18]2[C:26]3[C:21](=[CH:22][CH:23]=[CH:24][CH:25]=3)[C:20]3([C:30]4[CH:31]=[CH:32][C:33]5[O:34][CH2:35][CH2:36][O:37][C:38]=5[C:29]=4[O:28][CH2:27]3)[C:19]2=[O:39])=[N:6][CH:7]=[CH:8][CH:9]=1. The yield is 0.270. (5) The reactants are [C:1]([O:5][C:6]([NH:8][C@H:9]1[CH2:13][C:12]([C:18]([OH:21])([CH3:20])[CH3:19])([C:14]([O:16][CH3:17])=[O:15])[CH:11]=[CH:10]1)=[O:7])([CH3:4])([CH3:3])[CH3:2]. The catalyst is C(O)C. The product is [C:1]([O:5][C:6]([NH:8][C@H:9]1[CH2:13][C@@:12]([C:18]([OH:21])([CH3:20])[CH3:19])([C:14]([O:16][CH3:17])=[O:15])[CH:11]=[CH:10]1)=[O:7])([CH3:4])([CH3:2])[CH3:3]. The yield is 0.860.